This data is from Full USPTO retrosynthesis dataset with 1.9M reactions from patents (1976-2016). The task is: Predict the reactants needed to synthesize the given product. (1) Given the product [ClH:1].[NH:8]1[CH2:9][CH2:10][CH:11]([CH2:14][CH2:15][CH:16]2[CH2:17][CH2:18][N:19]([C:22]([O:24][C:25]([CH3:28])([CH3:27])[CH3:26])=[O:23])[CH2:20][CH2:21]2)[CH2:12][CH2:13]1, predict the reactants needed to synthesize it. The reactants are: [ClH:1].CCOC(C)=O.[N:8]1[CH:13]=[CH:12][C:11](/[CH:14]=[CH:15]/[CH:16]2[CH2:21][CH2:20][N:19]([C:22]([O:24][C:25]([CH3:28])([CH3:27])[CH3:26])=[O:23])[CH2:18][CH2:17]2)=[CH:10][CH:9]=1.[H][H]. (2) Given the product [Cl:26][C:18]1[CH:17]=[C:16]([C:14]2[O:13][N:12]=[C:11]([C:8]3[CH:9]=[CH:10][C:5]([O:4][CH2:3][CH2:2][NH:30][CH3:29])=[CH:6][C:7]=3[CH2:27][CH3:28])[N:15]=2)[CH:21]=[CH:20][C:19]=1[O:22][CH:23]([CH3:25])[CH3:24], predict the reactants needed to synthesize it. The reactants are: Br[CH2:2][CH2:3][O:4][C:5]1[CH:10]=[CH:9][C:8]([C:11]2[N:15]=[C:14]([C:16]3[CH:21]=[CH:20][C:19]([O:22][CH:23]([CH3:25])[CH3:24])=[C:18]([Cl:26])[CH:17]=3)[O:13][N:12]=2)=[C:7]([CH2:27][CH3:28])[CH:6]=1.[CH3:29][NH2:30]. (3) Given the product [C:13]([O:17][C:18](=[O:19])[NH:20][C@H:21]1[CH2:22][CH2:23][C@@H:24]([O:12][C:8]2[CH:7]=[C:6]3[C:11](=[CH:10][CH:9]=2)[C:2]([NH2:1])=[N:3][CH:4]=[CH:5]3)[CH2:25][CH2:26]1)([CH3:16])([CH3:14])[CH3:15], predict the reactants needed to synthesize it. The reactants are: [NH2:1][C:2]1[C:11]2[C:6](=[CH:7][C:8]([OH:12])=[CH:9][CH:10]=2)[CH:5]=[CH:4][N:3]=1.[C:13]([O:17][C:18]([NH:20][C@H:21]1[CH2:26][CH2:25][C@H:24](OS(C)(=O)=O)[CH2:23][CH2:22]1)=[O:19])([CH3:16])([CH3:15])[CH3:14].CCN(P1(N(C)CCCN1)=NC(C)(C)C)CC. (4) Given the product [Cl:1][C:2]1[CH:22]=[CH:21][C:5]([CH2:6][N:7]2[C:8]3[CH:17]=[CH:16][C:11]([C:12]([O:14][CH3:15])=[O:13])=[CH:10][C:9]=3[N:18]=[CH:23]2)=[CH:4][CH:3]=1, predict the reactants needed to synthesize it. The reactants are: [Cl:1][C:2]1[CH:22]=[CH:21][C:5]([CH2:6][NH:7][C:8]2[CH:17]=[CH:16][C:11]([C:12]([O:14][CH3:15])=[O:13])=[CH:10][C:9]=2[N+:18]([O-])=O)=[CH:4][CH:3]=1.[CH3:23]OC(OC)OC.CC1C=CC(S([O-])(=O)=O)=CC=1.C1C=C[NH+]=CC=1. (5) Given the product [CH2:16]([O:17][C:18]([C:20]1[C:21]([CH3:23])=[N:12][N:11]([C:8]2[CH:7]=[CH:6][C:5]([O:4][C:3]([F:13])([F:14])[F:2])=[CH:10][CH:9]=2)[C:24]=1[CH3:26])=[O:19])[CH3:15], predict the reactants needed to synthesize it. The reactants are: Cl.[F:2][C:3]([F:14])([F:13])[O:4][C:5]1[CH:10]=[CH:9][C:8]([NH:11][NH2:12])=[CH:7][CH:6]=1.[CH3:15][CH2:16][O:17][C:18]([CH:20]([C:24]([CH3:26])=O)[C:21]([CH3:23])=O)=[O:19].